Dataset: Reaction yield outcomes from USPTO patents with 853,638 reactions. Task: Predict the reaction yield, written as a fraction of the theoretical maximum amount of product (1.0 means a 100% yield; for example, 0.34 means a 34% yield). The reactants are [Cl:1][C:2]1[C:10]2[N:9]=[C:8]3[N:11]([C:15]4[CH:20]=[CH:19][C:18]([Cl:21])=[CH:17][C:16]=4[Cl:22])[CH2:12][CH2:13][CH2:14][N:7]3[C:6]=2[C:5]([CH:23]([OH:28])[C:24]([F:27])([F:26])[F:25])=[CH:4][CH:3]=1.C(OC=C)(=O)C.C(=O)([O-])[O-].[Na+].[Na+].C([Zn]CC)C.CCC[CH2:49][CH2:50][CH3:51]. The catalyst is ClC1C=CC=CC=1Cl.C(OCC)(=O)C. The product is [Cl:1][C:2]1[C:10]2[N:9]=[C:8]3[N:11]([C:15]4[CH:20]=[CH:19][C:18]([Cl:21])=[CH:17][C:16]=4[Cl:22])[CH2:12][CH2:13][CH2:14][N:7]3[C:6]=2[C:5]([CH:23]([O:28][CH:49]2[CH2:50][CH2:51]2)[C:24]([F:25])([F:26])[F:27])=[CH:4][CH:3]=1. The yield is 0.370.